From a dataset of Full USPTO retrosynthesis dataset with 1.9M reactions from patents (1976-2016). Predict the reactants needed to synthesize the given product. (1) Given the product [CH3:41][C:7]([CH3:42])([CH2:8][CH2:9][CH2:10][CH2:11][CH2:12][CH2:13][C:14](=[O:1])[CH2:15][CH2:16][CH2:17][CH2:18][CH2:19][CH2:20][C:21]([CH3:28])([CH3:27])[C:22]([OH:24])=[O:23])[C:6]([OH:5])=[O:43], predict the reactants needed to synthesize it. The reactants are: [OH-:1].[K+].C([O:5][C:6](=[O:43])[C:7]([CH3:42])([CH3:41])[CH2:8][CH2:9][CH2:10][CH2:11][CH2:12][CH2:13][C:14]([N+]#[C-])(S(C1C=CC(C)=CC=1)(=O)=O)[CH2:15][CH2:16][CH2:17][CH2:18][CH2:19][CH2:20][C:21]([CH3:28])([CH3:27])[C:22]([O:24]CC)=[O:23])C. (2) Given the product [NH2:7][CH2:8][C:9]([NH:11][CH2:12][C:13]1[NH:17][C:16]2[CH:18]=[C:19]([C:22]3[C:30]4[C:25](=[CH:26][C:27]([F:31])=[CH:28][CH:29]=4)[NH:24][CH:23]=3)[CH:20]=[CH:21][C:15]=2[N:14]=1)=[O:10], predict the reactants needed to synthesize it. The reactants are: C(OC(=O)[NH:7][CH2:8][C:9]([NH:11][CH2:12][C:13]1[NH:17][C:16]2[CH:18]=[C:19]([C:22]3[C:30]4[C:25](=[CH:26][C:27]([F:31])=[CH:28][CH:29]=4)[NH:24][CH:23]=3)[CH:20]=[CH:21][C:15]=2[N:14]=1)=[O:10])(C)(C)C.Cl.